From a dataset of Forward reaction prediction with 1.9M reactions from USPTO patents (1976-2016). Predict the product of the given reaction. (1) Given the reactants [CH2:1]([O:6][CH2:7][C:8]1[N:12]2[C:13]3[C:18]([CH:19]=[CH:20][C:11]2=[CH:10][CH:9]=1)=[CH:17][CH:16]=[CH:15][CH:14]=3)[CH2:2][CH2:3][CH2:4][CH3:5].[CH3:21][Si](C)(C)C#C/C=C\C1C=CC2C(=CC=CC=2)N=1.[F-].[Cs+], predict the reaction product. The product is: [CH:1]1([O:6][CH2:7][C:8]2[N:12]3[C:13]4[C:18]([CH:19]=[CH:20][C:11]3=[CH:10][CH:9]=2)=[CH:17][CH:16]=[CH:15][CH:14]=4)[CH2:21][CH2:5][CH2:4][CH2:3][CH2:2]1. (2) Given the reactants [N:1]1[CH:6]=[CH:5][C:4]([C:7]2[S:8][CH:9]=[C:10]([C:12]3[C:13](=[O:24])[NH:14][C:15]4[C:20]([CH:21]=3)=[CH:19][CH:18]=[C:17]([CH:22]=O)[CH:16]=4)[N:11]=2)=[CH:3][CH:2]=1.[CH2:25]([NH:27][CH2:28][CH3:29])[CH3:26], predict the reaction product. The product is: [CH2:25]([N:27]([CH2:22][C:17]1[CH:16]=[C:15]2[C:20]([CH:21]=[C:12]([C:10]3[N:11]=[C:7]([C:4]4[CH:5]=[CH:6][N:1]=[CH:2][CH:3]=4)[S:8][CH:9]=3)[C:13](=[O:24])[NH:14]2)=[CH:19][CH:18]=1)[CH2:28][CH3:29])[CH3:26]. (3) Given the reactants O[CH:2]=[C:3]1[C:11]2[C:6](=[CH:7][C:8]([C:12]([C:14]3[CH:15]=[C:16]([NH:20][C:21]([C:23]4[N:24]([C:28]5[CH:33]=[CH:32][CH:31]=[CH:30][CH:29]=5)[N:25]=[CH:26][CH:27]=4)=[O:22])[CH:17]=[CH:18][CH:19]=3)=[O:13])=[CH:9][CH:10]=2)[NH:5][C:4]1=[O:34].[CH3:35][N:36]1[CH2:41][CH2:40][N:39]([C:42]2[CH:47]=[CH:46][C:45]([NH2:48])=[CH:44][CH:43]=2)[CH2:38][CH2:37]1, predict the reaction product. The product is: [CH3:35][N:36]1[CH2:37][CH2:38][N:39]([C:42]2[CH:47]=[CH:46][C:45]([NH:48][CH:2]=[C:3]3[C:11]4[C:6](=[CH:7][C:8]([C:12]([C:14]5[CH:15]=[C:16]([NH:20][C:21]([C:23]6[N:24]([C:28]7[CH:29]=[CH:30][CH:31]=[CH:32][CH:33]=7)[N:25]=[CH:26][CH:27]=6)=[O:22])[CH:17]=[CH:18][CH:19]=5)=[O:13])=[CH:9][CH:10]=4)[NH:5][C:4]3=[O:34])=[CH:44][CH:43]=2)[CH2:40][CH2:41]1. (4) Given the reactants C(OC(=O)NC(=NC(OC(C)(C)C)=O)NCCCCC(NC1C=C(C(F)(F)F)[CH:20]=[C:19]([NH:27][C:28](=[O:48])[NH:29][C:30]2[CH:35]=[CH:34][C:33]([O:36][C:37]3[CH:42]=[C:41]([C:43]([F:46])([F:45])[F:44])[CH:40]=[C:39]([NH2:47])[CH:38]=3)=[CH:32][CH:31]=2)[C:18]=1[S:49][CH2:50][CH2:51][NH:52]C(OC(C)(C)C)=O)=O)(C)(C)C.[NH2:69][C:70]1[CH:75]=[CH:74][CH:73]=CC=1.C(O[C:81](=[O:87])[NH:82][CH2:83][CH2:84][CH:85]=O)(C)(C)C, predict the reaction product. The product is: [NH2:52][CH2:51][CH2:50][S:49][C:18]1[C:19]([NH:27][C:28]([NH:29][C:30]2[CH:35]=[CH:34][C:33]([O:36][C:37]3[CH:42]=[C:41]([C:43]([F:44])([F:45])[F:46])[CH:40]=[C:39]([NH:47][CH2:37][CH2:38][CH2:39][NH2:47])[CH:38]=3)=[CH:32][CH:31]=2)=[O:48])=[CH:20][C:85]([C:43]([F:45])([F:46])[F:44])=[CH:84][C:83]=1[NH:82][C:81]([CH2:73][CH2:74][CH2:75][CH2:70][NH:69][C:28]([NH2:29])=[NH:27])=[O:87]. (5) Given the reactants I[C:2]1[CH:12]=[CH:11][C:5]([O:6][CH2:7][CH:8]([OH:10])[CH3:9])=[CH:4][CH:3]=1.[Cl:13][C:14]1[CH:19]=[CH:18][C:17]([C:20]2[CH:21]=[CH:22][C:23]([C:26]#[CH:27])=[N:24][CH:25]=2)=[CH:16][CH:15]=1, predict the reaction product. The product is: [Cl:13][C:14]1[CH:15]=[CH:16][C:17]([C:20]2[CH:21]=[CH:22][C:23]([C:26]#[C:27][C:2]3[CH:12]=[CH:11][C:5]([O:6][CH2:7][CH:8]([OH:10])[CH3:9])=[CH:4][CH:3]=3)=[N:24][CH:25]=2)=[CH:18][CH:19]=1. (6) Given the reactants [F:1][C:2]1[CH:3]=[C:4]([CH:18]=[CH:19][C:20]=1[NH:21][C:22]([NH:24][C:25]1[CH:30]=[C:29]([CH3:31])[CH:28]=[CH:27][C:26]=1[F:32])=[O:23])[O:5][C:6]1[CH:11]=[CH:10][N:9]=[C:8]2[CH:12]=[C:13]([C:15]([OH:17])=O)[S:14][C:7]=12.CN(C(ON1N=NC2C=CC=NC1=2)=[N+](C)C)C.F[P-](F)(F)(F)(F)F.C(N(CC)C(C)C)(C)C.Cl.[NH2:67][CH2:68][CH2:69][CH2:70][C:71]([O:73][CH2:74][CH3:75])=[O:72].Cl, predict the reaction product. The product is: [F:1][C:2]1[CH:3]=[C:4]([CH:18]=[CH:19][C:20]=1[NH:21][C:22]([NH:24][C:25]1[CH:30]=[C:29]([CH3:31])[CH:28]=[CH:27][C:26]=1[F:32])=[O:23])[O:5][C:6]1[CH:11]=[CH:10][N:9]=[C:8]2[CH:12]=[C:13]([C:15]([NH:67][CH2:68][CH2:69][CH2:70][C:71]([O:73][CH2:74][CH3:75])=[O:72])=[O:17])[S:14][C:7]=12.